From a dataset of Forward reaction prediction with 1.9M reactions from USPTO patents (1976-2016). Predict the product of the given reaction. Given the reactants [OH:1][C:2]1[CH:3]=[CH:4][CH:5]=[C:6]2[C:11]=1[N:10]=[CH:9][CH:8]=[CH:7]2.[ClH:12].[CH2:13]=O, predict the reaction product. The product is: [Cl:12][CH2:13][C:5]1[CH:4]=[CH:3][C:2]([OH:1])=[C:11]2[C:6]=1[CH:7]=[CH:8][CH:9]=[N:10]2.